Task: Predict the reactants needed to synthesize the given product.. Dataset: Full USPTO retrosynthesis dataset with 1.9M reactions from patents (1976-2016) (1) Given the product [Cl:24][C:16]1[C:15]([O:22][CH3:23])=[C:14]([F:13])[CH:21]=[CH:20][C:17]=1[CH:18]=[O:19], predict the reactants needed to synthesize it. The reactants are: CN(C)CCNC.C([Li])CCC.[F:13][C:14]1[CH:21]=[CH:20][C:17]([CH:18]=[O:19])=[CH:16][C:15]=1[O:22][CH3:23].[Cl:24]C(Cl)(Cl)C(Cl)(Cl)Cl. (2) Given the product [Cl:18][C:19]1[CH:32]=[CH:31][C:22]2[NH:23][C:24]([C@@H:26]([NH:30][C:5](=[O:6])[C:4]3[CH:8]=[CH:9][C:10]([N:11]4[CH2:16][CH2:15][O:14][CH2:13][C:12]4=[O:17])=[C:2]([F:1])[CH:3]=3)[CH2:27][O:28][CH3:29])=[N:25][C:21]=2[CH:20]=1, predict the reactants needed to synthesize it. The reactants are: [F:1][C:2]1[CH:3]=[C:4]([CH:8]=[CH:9][C:10]=1[N:11]1[CH2:16][CH2:15][O:14][CH2:13][C:12]1=[O:17])[C:5](Cl)=[O:6].[Cl:18][C:19]1[CH:32]=[CH:31][C:22]2[NH:23][C:24]([C@@H:26]([NH2:30])[CH2:27][O:28][CH3:29])=[N:25][C:21]=2[CH:20]=1. (3) Given the product [CH3:25][N:6]1[C:2]([CH3:1])([CH:18]2[CH2:23][CH2:22][CH2:21][CH2:20][CH:19]2[CH3:24])[C:3](=[O:17])[N:4]([CH2:8][C:9](=[O:16])[C:10]2[CH:11]=[CH:12][CH:13]=[CH:14][CH:15]=2)[C:5]1=[O:7], predict the reactants needed to synthesize it. The reactants are: [CH3:1][C:2]1([CH:18]2[CH2:23][CH2:22][CH2:21][CH2:20][CH:19]2[CH3:24])[NH:6][C:5](=[O:7])[N:4]([CH2:8][C:9](=[O:16])[C:10]2[CH:15]=[CH:14][CH:13]=[CH:12][CH:11]=2)[C:3]1=[O:17].[CH3:25]I. (4) Given the product [C:11]([C:7]1[C:6]2[C:10](=[C:2]([NH:1][S:28]([C:24]3[CH:25]=[CH:26][CH:27]=[C:22]([C:20]#[N:21])[CH:23]=3)(=[O:30])=[O:29])[CH:3]=[CH:4][C:5]=2[CH3:13])[NH:9][CH:8]=1)#[N:12], predict the reactants needed to synthesize it. The reactants are: [NH2:1][C:2]1[CH:3]=[CH:4][C:5]([CH3:13])=[C:6]2[C:10]=1[NH:9][CH:8]=[C:7]2[C:11]#[N:12].N1C=CC=CC=1.[C:20]([C:22]1[CH:23]=[C:24]([S:28](Cl)(=[O:30])=[O:29])[CH:25]=[CH:26][CH:27]=1)#[N:21]. (5) Given the product [C:29]([O:33][C:34]([N:12]1[CH2:13][CH2:14][C:9]([C:6]2[CH:7]=[CH:8][C:3]([Br:2])=[CH:4][CH:5]=2)([C:15]2[CH:16]=[CH:17][C:18]([Cl:21])=[CH:19][CH:20]=2)[CH2:10][CH2:11]1)=[O:35])([CH3:32])([CH3:31])[CH3:30], predict the reactants needed to synthesize it. The reactants are: Cl.[Br:2][C:3]1[CH:8]=[CH:7][C:6]([C:9]2([C:15]3[CH:20]=[CH:19][C:18]([Cl:21])=[CH:17][CH:16]=3)[CH2:14][CH2:13][NH:12][CH2:11][CH2:10]2)=[CH:5][CH:4]=1.C(N(CC)CC)C.[C:29]([O:33][C:34](O[C:34]([O:33][C:29]([CH3:32])([CH3:31])[CH3:30])=[O:35])=[O:35])([CH3:32])([CH3:31])[CH3:30].